From a dataset of Catalyst prediction with 721,799 reactions and 888 catalyst types from USPTO. Predict which catalyst facilitates the given reaction. (1) Reactant: Br[C:2]1[CH:3]=[CH:4][C:5]2[C:6]3[CH2:15][N:14]([C:16]([O:18][C:19]([CH3:22])([CH3:21])[CH3:20])=[O:17])[CH2:13][CH2:12][C:7]=3[N:8]([CH3:11])[C:9]=2[CH:10]=1.[CH2:23]([O:30][C:31]1[CH:36]=[CH:35][NH:34][C:33](=[O:37])[CH:32]=1)[C:24]1[CH:29]=[CH:28][CH:27]=[CH:26][CH:25]=1.C([O-])([O-])=O.[K+].[K+].OC1C=CC=C2C=1N=CC=C2.N#N. Product: [CH2:23]([O:30][C:31]1[CH:36]=[CH:35][N:34]([C:2]2[CH:3]=[CH:4][C:5]3[C:6]4[CH2:15][N:14]([C:16]([O:18][C:19]([CH3:22])([CH3:21])[CH3:20])=[O:17])[CH2:13][CH2:12][C:7]=4[N:8]([CH3:11])[C:9]=3[CH:10]=2)[C:33](=[O:37])[CH:32]=1)[C:24]1[CH:25]=[CH:26][CH:27]=[CH:28][CH:29]=1. The catalyst class is: 846. (2) Reactant: Br[C:2]1[CH:7]=[CH:6][CH:5]=[CH:4][C:3]=1/[CH:8]=[CH:9]/[C:10]([O:12][CH2:13][CH3:14])=[O:11].[O:15]=[C:16]1[NH:20][CH2:19][CH2:18][N:17]1[C:21]([O:23][C:24]([CH3:27])([CH3:26])[CH3:25])=[O:22].[O-]P([O-])([O-])=O.[K+].[K+].[K+].CN[C@@H]1CCCC[C@H]1NC. Product: [CH2:13]([O:12][C:10](=[O:11])/[CH:9]=[CH:8]/[C:3]1[CH:4]=[CH:5][CH:6]=[CH:7][C:2]=1[N:20]1[CH2:19][CH2:18][N:17]([C:21]([O:23][C:24]([CH3:26])([CH3:25])[CH3:27])=[O:22])[C:16]1=[O:15])[CH3:14]. The catalyst class is: 122. (3) Reactant: [CH3:1][O:2][C:3]1[CH:4]=[C:5]2[C:9](=[CH:10][CH:11]=1)[NH:8][C:7]([C:12](=[O:15])[NH:13][CH3:14])=[C:6]2[CH2:16][CH2:17][NH:18]C(=O)OC(C)(C)C.[ClH:26]. Product: [ClH:26].[NH2:18][CH2:17][CH2:16][C:6]1[C:5]2[C:9](=[CH:10][CH:11]=[C:3]([O:2][CH3:1])[CH:4]=2)[NH:8][C:7]=1[C:12]([NH:13][CH3:14])=[O:15]. The catalyst class is: 12. (4) Reactant: [CH2:1]([N:7]([C:14]1[S:18][C:17]([C:19](=O)[C:20]([OH:23])([CH3:22])[CH3:21])=[CH:16][CH:15]=1)[CH2:8][CH2:9][CH2:10][CH2:11][CH2:12][CH3:13])[CH2:2][CH2:3][CH2:4][CH2:5][CH3:6].[C:25](#[N:29])[CH2:26][C:27]#[N:28].C(O)(=O)C.[N:34]1C=C[CH:37]=[CH:36][CH:35]=1. Product: [C:35]([C:36]1[C:37](=[C:26]([C:25]#[N:29])[C:27]#[N:28])[O:23][C:20]([CH3:22])([CH3:21])[C:19]=1[C:17]1[S:18][C:14]([N:7]([CH2:8][CH2:9][CH2:10][CH2:11][CH2:12][CH3:13])[CH2:1][CH2:2][CH2:3][CH2:4][CH2:5][CH3:6])=[CH:15][CH:16]=1)#[N:34]. The catalyst class is: 6.